Dataset: Forward reaction prediction with 1.9M reactions from USPTO patents (1976-2016). Task: Predict the product of the given reaction. (1) Given the reactants Br[C:2]1[CH:18]=[CH:17][CH:16]=[CH:15][C:3]=1[O:4][C:5]1[CH:10]=[CH:9][N:8]=[C:7]([C:11]([F:14])([F:13])[F:12])[CH:6]=1.[F:19][C:20]1[CH:25]=[C:24](B2OC(C)(C)C(C)(C)O2)[CH:23]=[CH:22][C:21]=1[C:35]1[CH:36]=[N:37][C:38]([NH2:41])=[N:39][CH:40]=1, predict the reaction product. The product is: [F:19][C:20]1[CH:25]=[C:24]([C:2]2[CH:18]=[CH:17][CH:16]=[CH:15][C:3]=2[O:4][C:5]2[CH:10]=[CH:9][N:8]=[C:7]([C:11]([F:14])([F:13])[F:12])[CH:6]=2)[CH:23]=[CH:22][C:21]=1[C:35]1[CH:40]=[N:39][C:38]([NH2:41])=[N:37][CH:36]=1. (2) Given the reactants [F:1][C:2]([F:31])([F:30])[C:3]1[CH:4]=[C:5]([CH:13]([OH:29])[C:14]2([NH:18][C:19](=[O:28])OCC3C=CC=CC=3)[CH2:17][CH2:16][CH2:15]2)[CH:6]=[C:7]([C:9]([F:12])([F:11])[F:10])[CH:8]=1.[H-].[Na+], predict the reaction product. The product is: [F:10][C:9]([F:12])([F:11])[C:7]1[CH:6]=[C:5]([CH:13]2[C:14]3([CH2:17][CH2:16][CH2:15]3)[NH:18][C:19](=[O:28])[O:29]2)[CH:4]=[C:3]([C:2]([F:31])([F:1])[F:30])[CH:8]=1. (3) Given the reactants [Cl:1][C:2]1[CH:3]=[C:4]([CH:20]=[CH:21][CH:22]=1)[CH2:5][NH:6][C:7](=[O:19])[C:8]1[CH:13]=[CH:12][C:11]([CH:14]=O)=[C:10]([N+:16]([O-])=O)[CH:9]=1.[CH:23]1([CH2:29][CH:30]([C:33]2[CH:38]=[CH:37][CH:36]=[CH:35][N:34]=2)[CH2:31][NH2:32])[CH2:28][CH2:27][CH2:26][CH2:25][CH2:24]1.N1C2C(=CC=CC=2)C=N1, predict the reaction product. The product is: [Cl:1][C:2]1[CH:3]=[C:4]([CH:20]=[CH:21][CH:22]=1)[CH2:5][NH:6][C:7]([C:8]1[CH:13]=[CH:12][C:11]2[C:10]([CH:9]=1)=[N:16][N:32]([CH2:31][CH:30]([C:33]1[CH:38]=[CH:37][CH:36]=[CH:35][N:34]=1)[CH2:29][CH:23]1[CH2:28][CH2:27][CH2:26][CH2:25][CH2:24]1)[CH:14]=2)=[O:19]. (4) Given the reactants [F:1][C:2]1[CH:3]=[C:4]([N+:9]([O-:11])=[O:10])[CH:5]=[CH:6][C:7]=1F.[C:12]([C:17]1[CH:22]=[CH:21][C:20]([OH:23])=[CH:19][CH:18]=1)([CH2:15][CH3:16])([CH3:14])[CH3:13].CS(C)=O, predict the reaction product. The product is: [F:1][C:2]1[CH:3]=[C:4]([N+:9]([O-:11])=[O:10])[CH:5]=[CH:6][C:7]=1[O:23][C:20]1[CH:21]=[CH:22][C:17]([C:12]([CH2:15][CH3:16])([CH3:13])[CH3:14])=[CH:18][CH:19]=1. (5) Given the reactants CC1C=CC(S([O:11][CH2:12][CH:13]2[CH2:17][CH2:16][CH2:15][O:14]2)(=O)=O)=CC=1.C1(O)C=CC=CC=1.[OH:25][C@@H:26]([C:37]1[CH:42]=[CH:41][CH:40]=[C:39](O)[CH:38]=1)[CH2:27][CH2:28][NH:29][C:30](=[O:36])[O:31][C:32]([CH3:35])([CH3:34])[CH3:33], predict the reaction product. The product is: [OH:25][C@@H:26]([C:37]1[CH:38]=[CH:39][CH:40]=[C:41]([O:11][CH2:12][CH:13]2[CH2:17][CH2:16][CH2:15][O:14]2)[CH:42]=1)[CH2:27][CH2:28][NH:29][C:30](=[O:36])[O:31][C:32]([CH3:35])([CH3:34])[CH3:33]. (6) Given the reactants [CH:1]1([C:4]([N:6]2[CH2:11][CH2:10][N:9]([C:12]3[N:19]=[C:18]([CH:20]4[CH2:22][CH2:21]4)[C:17]([C:23]4[CH:24]=[N:25][NH:26][CH:27]=4)=[CH:16][C:13]=3[C:14]#[N:15])[CH2:8][C@H:7]2[CH:28]2[CH2:30][CH2:29]2)=[O:5])[CH2:3][CH2:2]1.[BH4-].[Na+].[CH3:33][OH:34], predict the reaction product. The product is: [CH:1]1([C:4]([N:6]2[CH2:11][CH2:10][N:9]([C:12]3[N:19]=[C:18]([CH:20]4[CH2:21][CH2:22]4)[C:17]([C:23]4[CH:24]=[N:25][N:26]([CH:1]5[CH2:2][CH2:3][CH:33]([OH:34])[CH2:4]5)[CH:27]=4)=[CH:16][C:13]=3[C:14]#[N:15])[CH2:8][C@H:7]2[CH:28]2[CH2:29][CH2:30]2)=[O:5])[CH2:2][CH2:3]1.